Dataset: Reaction yield outcomes from USPTO patents with 853,638 reactions. Task: Predict the reaction yield, written as a fraction of the theoretical maximum amount of product (1.0 means a 100% yield; for example, 0.34 means a 34% yield). (1) The reactants are [CH:1]1([NH:4][C:5](=[O:15])[C:6]2[CH:11]=[C:10](I)[C:9]([CH3:13])=[C:8]([F:14])[CH:7]=2)[CH2:3][CH2:2]1.[CH3:16][C:17]1([CH3:33])[C:21]([CH3:23])([CH3:22])[O:20][B:19]([B:19]2[O:20][C:21]([CH3:23])([CH3:22])[C:17]([CH3:33])([CH3:16])[O:18]2)[O:18]1.C([O-])(=O)C.[K+].ClCCl. The catalyst is CN(C=O)C. The product is [CH:1]1([NH:4][C:5](=[O:15])[C:6]2[CH:11]=[C:10]([B:19]3[O:20][C:21]([CH3:23])([CH3:22])[C:17]([CH3:33])([CH3:16])[O:18]3)[C:9]([CH3:13])=[C:8]([F:14])[CH:7]=2)[CH2:3][CH2:2]1. The yield is 0.570. (2) The reactants are [NH2:1][CH2:2][CH2:3][C:4]1[N:5]=[C:6]([NH:9][C:10]([NH:12][C:13]2[CH:18]=[CH:17][C:16]([CH3:19])=[CH:15][C:14]=2[C:20]([CH:22]2[CH2:26][CH2:25][CH2:24][CH2:23]2)=[O:21])=[O:11])[S:7][CH:8]=1.[C:27](Cl)(=[O:29])[CH3:28].N1C=CC=CC=1. The catalyst is C(Cl)Cl. The product is [CH:22]1([C:20]([C:14]2[CH:15]=[C:16]([CH3:19])[CH:17]=[CH:18][C:13]=2[NH:12][C:10](=[O:11])[NH:9][C:6]2[S:7][CH:8]=[C:4]([CH2:3][CH2:2][NH:1][C:27](=[O:29])[CH3:28])[N:5]=2)=[O:21])[CH2:23][CH2:24][CH2:25][CH2:26]1. The yield is 0.640. (3) The reactants are [NH:1]1[CH:5]=[CH:4][CH:3]=[C:2]1[CH:6]=O.[NH:8]1[CH2:13][CH2:12][O:11][CH2:10][CH2:9]1.C(O[BH-](OC(=O)C)OC(=O)C)(=O)C.[Na+]. The catalyst is C(Cl)Cl.CCOC(C)=O. The product is [NH:1]1[CH:5]=[CH:4][CH:3]=[C:2]1[CH2:6][N:8]1[CH2:13][CH2:12][O:11][CH2:10][CH2:9]1. The yield is 0.610. (4) The reactants are [NH2:1][C:2]1[C:7]([F:8])=[C:6]([Cl:9])[N:5]=[C:4]([C:10]([OH:12])=[O:11])[CH:3]=1.S(Cl)(Cl)=O.[CH3:17]O. The catalyst is O. The product is [NH2:1][C:2]1[C:7]([F:8])=[C:6]([Cl:9])[N:5]=[C:4]([C:10]([O:12][CH3:17])=[O:11])[CH:3]=1. The yield is 0.860. (5) The reactants are Br[C:2](Br)=[CH:3][C:4]1[C:9]([F:10])=[CH:8][CH:7]=[CH:6][C:5]=1[NH2:11].[C:13]1(B(O)O)[CH:18]=[CH:17][CH:16]=[CH:15][CH:14]=1.[O-]P([O-])([O-])=O.[K+].[K+].[K+].O. The catalyst is C1(C)C=CC=CC=1.CC([O-])=O.CC([O-])=O.[Pd+2].COC1C=CC=C(OC)C=1C1C=CC=CC=1P(C1CCCCC1)C1CCCCC1. The product is [F:10][C:9]1[CH:8]=[CH:7][CH:6]=[C:5]2[C:4]=1[CH:3]=[C:2]([C:13]1[CH:18]=[CH:17][CH:16]=[CH:15][CH:14]=1)[NH:11]2. The yield is 0.880. (6) The reactants are [CH3:1][O:2][C:3](=[O:18])[CH:4]([C@H:6]1[CH2:9][C@H:8]([O:10][CH2:11][C:12]2[CH:17]=[CH:16][CH:15]=[CH:14][CH:13]=2)[CH2:7]1)[CH3:5].[Li+].[CH3:20]C([N-]C(C)C)C.CCCCCC.IC. The catalyst is C1COCC1.O. The product is [CH3:1][O:2][C:3](=[O:18])[C:4]([C@H:6]1[CH2:7][C@H:8]([O:10][CH2:11][C:12]2[CH:13]=[CH:14][CH:15]=[CH:16][CH:17]=2)[CH2:9]1)([CH3:20])[CH3:5]. The yield is 0.700. (7) The reactants are [Cl:1][C:2]1[CH:8]=[C:7](I)[CH:6]=[CH:5][C:3]=1[NH2:4].[CH3:10][PH:11](=[O:13])[CH3:12].P([O-])([O-])([O-])=O.[K+].[K+].[K+]. The catalyst is CN(C=O)C.C([O-])(=O)C.[Pd+2].C([O-])(=O)C.CC1(C)C2C(=C(P(C3C=CC=CC=3)C3C=CC=CC=3)C=CC=2)OC2C(P(C3C=CC=CC=3)C3C=CC=CC=3)=CC=CC1=2. The product is [Cl:1][C:2]1[CH:8]=[C:7]([P:11]([CH3:12])([CH3:10])=[O:13])[CH:6]=[CH:5][C:3]=1[NH2:4]. The yield is 0.830.